This data is from TCR-epitope binding with 47,182 pairs between 192 epitopes and 23,139 TCRs. The task is: Binary Classification. Given a T-cell receptor sequence (or CDR3 region) and an epitope sequence, predict whether binding occurs between them. (1) The epitope is LLWNGPMAV. The TCR CDR3 sequence is CASSDTGGRDEQFF. Result: 1 (the TCR binds to the epitope). (2) The epitope is SGPLKAEIAQRLED. The TCR CDR3 sequence is CASRVGAGGPDGELFF. Result: 0 (the TCR does not bind to the epitope).